Task: Predict which catalyst facilitates the given reaction.. Dataset: Catalyst prediction with 721,799 reactions and 888 catalyst types from USPTO (1) Reactant: [Br:1][C:2]1[CH:3]=[N:4][C:5]([F:10])=[C:6]([CH:9]=1)[CH:7]=[O:8].[CH3:11][Mg]Br. Product: [Br:1][C:2]1[CH:9]=[C:6]([CH:7]([OH:8])[CH3:11])[C:5]([F:10])=[N:4][CH:3]=1. The catalyst class is: 1. (2) Reactant: Br[CH2:2][C:3]1[CH:4]=[C:5]([C:9]2[CH:13]=[C:12]([CH2:14][CH:15]([CH3:17])[CH3:16])[S:11][C:10]=2[S:18]([NH:21][C:22]([CH3:25])([CH3:24])[CH3:23])(=[O:20])=[O:19])[CH:6]=[CH:7][CH:8]=1.[NH:26]1[CH:30]=[CH:29][N:28]=[CH:27]1. Product: [N:26]1([CH2:2][C:3]2[CH:4]=[C:5]([C:9]3[CH:13]=[C:12]([CH2:14][CH:15]([CH3:17])[CH3:16])[S:11][C:10]=3[S:18]([NH:21][C:22]([CH3:25])([CH3:24])[CH3:23])(=[O:20])=[O:19])[CH:6]=[CH:7][CH:8]=2)[CH:30]=[CH:29][N:28]=[CH:27]1. The catalyst class is: 12. (3) Reactant: B(O)(O)[C@H]1N(C([C@@H](N)C(C)C)=O)CCC1.CS(O)(=O)=O.[NH:21]1[CH2:28][CH2:27][CH2:26][C@H:22]1[C:23]([NH2:25])=O.C(N(CC)CC)C.[Cl:36][CH2:37][C:38](Cl)=[O:39]. Product: [Cl:36][CH2:37][C:38]([N:21]1[CH2:28][CH2:27][CH2:26][C@H:22]1[C:23]#[N:25])=[O:39]. The catalyst class is: 2. (4) Reactant: CN(C)C=O.[CH2:6]([O:10][C:11]1[CH:16]=[C:15](Cl)[N:14]=[CH:13][N:12]=1)[C:7]#[C:8][CH3:9].C(=O)([O-])[O-].[CH3:22][C:23]1([CH3:28])[CH2:27][CH2:26][NH:25][CH2:24]1. Product: [CH2:6]([O:10][C:11]1[CH:16]=[C:15]([N:25]2[CH2:26][CH2:27][C:23]([CH3:28])([CH3:22])[CH2:24]2)[N:14]=[CH:13][N:12]=1)[C:7]#[C:8][CH3:9]. The catalyst class is: 13. (5) Reactant: [Cl:1][C:2]1[CH:3]=[C:4]([CH:10]=[CH:11][C:12]=1[NH:13][CH:14]([CH3:17])[CH2:15][OH:16])[C:5]([O:7][CH2:8][CH3:9])=[O:6].[H-].[Na+].Br[CH2:21][C:22]([O:24][C:25]([CH3:28])([CH3:27])[CH3:26])=[O:23].O. Product: [C:25]([O:24][C:22]([CH2:21][O:16][CH2:15][CH:14]([NH:13][C:12]1[CH:11]=[CH:10][C:4]([C:5]([O:7][CH2:8][CH3:9])=[O:6])=[CH:3][C:2]=1[Cl:1])[CH3:17])=[O:23])([CH3:28])([CH3:27])[CH3:26]. The catalyst class is: 3. (6) Reactant: [NH2:1][C:2]1[C:3]([OH:10])=[C:4]([C:7]([O-:9])=[O:8])[S:5][CH:6]=1.[CH3:11][N-:12][CH3:13].[CH3:14][O:15][C:16]1[C:17](=O)[C:18](=[O:22])[C:19]=1[O:20]C. Product: [OH:10][C:3]1[C:2]([NH:1][C:17]2[C:18](=[O:22])[C:19](=[O:20])[C:16]=2[O:15][CH3:14])=[CH:6][S:5][C:4]=1[C:7]([O-:9])=[O:8].[CH3:11][N-:12][CH3:13]. The catalyst class is: 5.